Task: Predict the reactants needed to synthesize the given product.. Dataset: Full USPTO retrosynthesis dataset with 1.9M reactions from patents (1976-2016) Given the product [Cl:5][C:6]1[C:14]2[N:13]=[C:12]3[N:15]([C:19]4[CH:24]=[CH:23][C:22]([Cl:25])=[CH:21][C:20]=4[C:26]([F:28])([F:27])[F:29])[CH2:16][CH2:17][CH2:18][N:11]3[C:10]=2[C:9]([CH:30]([OH:31])[CH2:1][CH3:2])=[CH:8][CH:7]=1, predict the reactants needed to synthesize it. The reactants are: [CH2:1]([Mg]Br)[CH3:2].[Cl:5][C:6]1[CH:7]=[CH:8][C:9]([CH:30]=[O:31])=[C:10]2[C:14]=1[N:13]=[C:12]1[N:15]([C:19]3[CH:24]=[CH:23][C:22]([Cl:25])=[CH:21][C:20]=3[C:26]([F:29])([F:28])[F:27])[CH2:16][CH2:17][CH2:18][N:11]21.